This data is from CYP3A4 inhibition data for predicting drug metabolism from PubChem BioAssay. The task is: Regression/Classification. Given a drug SMILES string, predict its absorption, distribution, metabolism, or excretion properties. Task type varies by dataset: regression for continuous measurements (e.g., permeability, clearance, half-life) or binary classification for categorical outcomes (e.g., BBB penetration, CYP inhibition). Dataset: cyp3a4_veith. (1) The compound is C=CCN=C1CC(C)(C)CC(=O)/C1=C(/O)CCC(=O)OC. The result is 0 (non-inhibitor). (2) The drug is C[C@@H](Cc1ccc(O)cc1)NC[C@@H](O)c1cc(O)cc(O)c1. The result is 0 (non-inhibitor). (3) The compound is Cc1ccc(CNC(=O)C2(NC(=O)Nc3ccc(C)cc3)CCCCC2)cc1. The result is 1 (inhibitor). (4) The drug is CCOc1ccc(C2C(C(=O)O)c3ccccc3C(=O)N2CCN2CCOCC2)cc1. The result is 0 (non-inhibitor). (5) The compound is Cc1cccc(CNc2ccnc(-c3cccnc3)n2)c1. The result is 1 (inhibitor). (6) The molecule is COc1cccc(NC(=S)NN2CCN(C)CC2)c1. The result is 0 (non-inhibitor).